This data is from Forward reaction prediction with 1.9M reactions from USPTO patents (1976-2016). The task is: Predict the product of the given reaction. (1) Given the reactants [CH3:1][C:2]1[CH:7]=[CH:6][C:5]([S:8][C:9]2[CH:17]=[CH:16][C:12]([C:13](O)=[O:14])=[CH:11][CH:10]=2)=[C:4]([N+:18]([O-:20])=[O:19])[CH:3]=1.C[N:22]1CCOCC1.C(OC(Cl)=O)C(C)C.N, predict the reaction product. The product is: [CH3:1][C:2]1[CH:7]=[CH:6][C:5]([S:8][C:9]2[CH:17]=[CH:16][C:12]([C:13]([NH2:22])=[O:14])=[CH:11][CH:10]=2)=[C:4]([N+:18]([O-:20])=[O:19])[CH:3]=1. (2) Given the reactants [N:1]([CH2:4][C:5]1[CH:6]=[N:7][CH:8]=[C:9]([O:11][CH2:12][C:13]2[CH:18]=[CH:17][CH:16]=[CH:15][CH:14]=2)[CH:10]=1)=[N+]=[N-].[H-].[H-].[H-].[H-].[Li+].[Al+3], predict the reaction product. The product is: [CH2:12]([O:11][C:9]1[CH:10]=[C:5]([CH2:4][NH2:1])[CH:6]=[N:7][CH:8]=1)[C:13]1[CH:14]=[CH:15][CH:16]=[CH:17][CH:18]=1.